Dataset: Reaction yield outcomes from USPTO patents with 853,638 reactions. Task: Predict the reaction yield, written as a fraction of the theoretical maximum amount of product (1.0 means a 100% yield; for example, 0.34 means a 34% yield). (1) The reactants are [C:1]([CH2:5][C:6](Cl)=[O:7])([CH3:4])([CH3:3])[CH3:2].[NH2:9][C:10]1[C:15](=[O:16])[N:14]2[CH:17]=[CH:18][CH:19]=[C:20]([CH3:21])[C:13]2=[N:12][C:11]=1[Cl:22].[O-]P([O-])([O-])=O.[K+].[K+].[K+]. The catalyst is C1COCC1. The product is [Cl:22][C:11]1[N:12]=[C:13]2[C:20]([CH3:21])=[CH:19][CH:18]=[CH:17][N:14]2[C:15](=[O:16])[C:10]=1[NH:9][C:6](=[O:7])[CH2:5][C:1]([CH3:4])([CH3:3])[CH3:2]. The yield is 0.810. (2) The reactants are [F:1][C:2]1[CH:3]=[CH:4][C:5](B(O)O)=[N:6][C:7]=1[CH3:8].Cl[C:13]1[C:18]([CH3:19])=[CH:17][C:16]([C:20]2[C:29]3[C:24](=[CH:25][C:26]([S:30]([NH:33][C:34]4[CH:38]=[CH:37][O:36][N:35]=4)(=[O:32])=[O:31])=[CH:27][CH:28]=3)[N:23]=[CH:22][N:21]=2)=[C:15]([O:39][CH3:40])[CH:14]=1.P([O-])([O-])([O-])=O.[K+].[K+].[K+].Cl. The catalyst is O.O1CCOCC1. The product is [F:1][C:2]1[CH:3]=[CH:4][C:5]([C:13]2[C:18]([CH3:19])=[CH:17][C:16]([C:20]3[C:29]4[C:24](=[CH:25][C:26]([S:30]([NH:33][C:34]5[CH:38]=[CH:37][O:36][N:35]=5)(=[O:31])=[O:32])=[CH:27][CH:28]=4)[N:23]=[CH:22][N:21]=3)=[C:15]([O:39][CH3:40])[CH:14]=2)=[N:6][C:7]=1[CH3:8]. The yield is 0.0232. (3) The reactants are [N:1]1[CH:6]=[CH:5][CH:4]=[C:3]([NH:7][C:8](=[O:15])OCC(Cl)(Cl)Cl)[N:2]=1.[F:16][C:17]1[CH:22]=[CH:21][C:20]([C:23]2[N:24]=[C:25]([N:28]3[CH2:33][CH2:32][NH:31][CH2:30][CH2:29]3)[S:26][CH:27]=2)=[CH:19][CH:18]=1.C(N(C(C)C)CC)(C)C.O. The catalyst is CS(C)=O. The product is [F:16][C:17]1[CH:22]=[CH:21][C:20]([C:23]2[N:24]=[C:25]([N:28]3[CH2:29][CH2:30][N:31]([C:8]([NH:7][C:3]4[N:2]=[N:1][CH:6]=[CH:5][CH:4]=4)=[O:15])[CH2:32][CH2:33]3)[S:26][CH:27]=2)=[CH:19][CH:18]=1. The yield is 0.111. (4) The reactants are [O:1]1[CH2:5][CH2:4][CH:3]([CH2:6][C:7]([O:9]C)=O)[CH2:2]1.[NH2:11][NH2:12].O. The catalyst is CO. The product is [O:1]1[CH2:5][CH2:4][CH:3]([CH2:6][C:7]([NH:11][NH2:12])=[O:9])[CH2:2]1. The yield is 0.800. (5) The product is [Cl:1][C:2]1[CH:3]=[C:4]([CH:5]=[CH:6][CH:7]=1)[CH2:8][NH:9][CH2:10][CH2:11][CH2:12][CH3:13]. The reactants are [Cl:1][C:2]1[CH:3]=[C:4]([CH2:8][NH2:9])[CH:5]=[CH:6][CH:7]=1.[CH:10](=O)[CH2:11][CH2:12][CH3:13]. No catalyst specified. The yield is 0.320. (6) The catalyst is CO. The yield is 0.900. The product is [CH:6]([NH:43][NH:42][C:40]([C:30]1[C:29]([N+:26]([O-:28])=[O:27])=[CH:33][N:32]([CH:34]2[CH2:39][CH2:38][CH2:37][CH2:36][O:35]2)[N:31]=1)=[O:41])([CH3:10])[CH3:4]. The reactants are C(O[C:4]([C:6]1[C:10]([N+]([O-])=O)=CNN=1)=O)C.CC(C)=O.[BH3-]C#N.[Na+].CC(O)=O.[N+:26]([C:29]1[C:30]([C:40]([NH:42][NH2:43])=[O:41])=[N:31][N:32]([CH:34]2[CH2:39][CH2:38][CH2:37][CH2:36][O:35]2)[CH:33]=1)([O-:28])=[O:27].